From a dataset of Catalyst prediction with 721,799 reactions and 888 catalyst types from USPTO. Predict which catalyst facilitates the given reaction. (1) Reactant: [O:1]1CCO[CH:2]1[C:6]1[CH:15]=[C:14]2[C:9]([C:10](=[O:22])[C:11]([C:17]([O:19][CH2:20][CH3:21])=[O:18])=[CH:12][N:13]2[CH3:16])=[CH:8][CH:7]=1.O. Product: [CH:2]([C:6]1[CH:15]=[C:14]2[C:9]([C:10](=[O:22])[C:11]([C:17]([O:19][CH2:20][CH3:21])=[O:18])=[CH:12][N:13]2[CH3:16])=[CH:8][CH:7]=1)=[O:1]. The catalyst class is: 21. (2) Reactant: Br[CH2:2][C:3]1[CH:12]=[CH:11][C:6]([C:7]([O:9][CH3:10])=[O:8])=[CH:5][CH:4]=1.[Br:13][C:14]1[CH:15]=[C:16]([OH:20])[CH:17]=[CH:18][CH:19]=1.C(=O)([O-])[O-].[K+].[K+].O. Product: [Br:13][C:14]1[CH:15]=[C:16]([CH:17]=[CH:18][CH:19]=1)[O:20][CH2:2][C:3]1[CH:12]=[CH:11][C:6]([C:7]([O:9][CH3:10])=[O:8])=[CH:5][CH:4]=1. The catalyst class is: 21. (3) Reactant: [Cl-].O[NH3+:3].[C:4](=[O:7])([O-])[OH:5].[Na+].CS(C)=O.[CH2:13]([C:15]1[N:16]=[C:17]([CH2:47][CH2:48][CH3:49])[N:18]([CH2:32][C:33]2[CH:38]=[CH:37][C:36]([C:39]3[C:40]([C:45]#[N:46])=[CH:41][CH:42]=[CH:43][CH:44]=3)=[CH:35][CH:34]=2)[C:19](=[O:31])[C:20]=1[C:21]1[CH:26]=[CH:25][C:24]([O:27][CH:28]([CH3:30])[CH3:29])=[CH:23][CH:22]=1)[CH3:14]. Product: [CH2:13]([C:15]1[N:16]=[C:17]([CH2:47][CH2:48][CH3:49])[N:18]([CH2:32][C:33]2[CH:34]=[CH:35][C:36]([C:39]3[CH:44]=[CH:43][CH:42]=[CH:41][C:40]=3[C:45]3[NH:3][C:4](=[O:7])[O:5][N:46]=3)=[CH:37][CH:38]=2)[C:19](=[O:31])[C:20]=1[C:21]1[CH:22]=[CH:23][C:24]([O:27][CH:28]([CH3:29])[CH3:30])=[CH:25][CH:26]=1)[CH3:14]. The catalyst class is: 13. (4) Reactant: [NH2:1][C:2]1[CH:7]=[CH:6][C:5]([C:8]2[CH:9]=[C:10]3[C:16]([C:17]4[CH:22]=[CH:21][CH:20]=[CH:19][C:18]=4[O:23][CH3:24])=[CH:15][N:14]([S:25]([C:28]4[CH:33]=[CH:32][C:31]([CH3:34])=[CH:30][CH:29]=4)(=[O:27])=[O:26])[C:11]3=[N:12][CH:13]=2)=[CH:4][C:3]=1[C:35]([N:37]1[CH2:42][CH2:41][N:40]([CH3:43])[CH2:39][CH2:38]1)=[O:36].C(NC(C)C)(C)C.[C:51](Cl)(Cl)=[O:52].[NH:55]1[CH2:60][CH2:59][O:58][CH2:57][CH2:56]1. Product: [CH3:24][O:23][C:18]1[CH:19]=[CH:20][CH:21]=[CH:22][C:17]=1[C:16]1[C:10]2[C:11](=[N:12][CH:13]=[C:8]([C:5]3[CH:6]=[CH:7][C:2]([NH:1][C:51]([N:55]4[CH2:60][CH2:59][O:58][CH2:57][CH2:56]4)=[O:52])=[C:3]([C:35]([N:37]4[CH2:38][CH2:39][N:40]([CH3:43])[CH2:41][CH2:42]4)=[O:36])[CH:4]=3)[CH:9]=2)[N:14]([S:25]([C:28]2[CH:33]=[CH:32][C:31]([CH3:34])=[CH:30][CH:29]=2)(=[O:27])=[O:26])[CH:15]=1. The catalyst class is: 4. (5) Product: [C:26]([O:25][C:40]([C@H:11]1[NH:1][CH:2]([CH2:3][CH2:4][C:5]([OH:6])=[O:7])[C:8](=[O:10])[O:13]1)=[O:39])([CH3:36])([CH3:31])[CH3:27]. The catalyst class is: 144. Reactant: [NH:1]([C:11]([O:13]C(C)(C)C)=O)[C@H:2]([C:8]([OH:10])=O)[CH2:3][CH2:4][C:5](=[O:7])[OH:6].C1C=CC=CC=1.C=[O:25].[C:26]1([CH3:36])[CH:31]=CC(S(O)(=O)=O)=C[CH:27]=1.CC[O:39][CH2:40]C. (6) Reactant: [CH:1]1([CH:7]2[CH2:12][C:11](=[O:13])[CH:10]=[CH:9][N:8]2[C:14]([O:16][CH2:17][C:18]2[CH:23]=[CH:22][CH:21]=[CH:20][CH:19]=2)=[O:15])[CH2:6][CH2:5][CH2:4][CH2:3][CH2:2]1. Product: [CH:1]1([CH:7]2[CH2:12][C:11](=[O:13])[CH2:10][CH2:9][N:8]2[C:14]([O:16][CH2:17][C:18]2[CH:23]=[CH:22][CH:21]=[CH:20][CH:19]=2)=[O:15])[CH2:6][CH2:5][CH2:4][CH2:3][CH2:2]1. The catalyst class is: 565.